From a dataset of NCI-60 drug combinations with 297,098 pairs across 59 cell lines. Regression. Given two drug SMILES strings and cell line genomic features, predict the synergy score measuring deviation from expected non-interaction effect. (1) Drug 1: CCCCCOC(=O)NC1=NC(=O)N(C=C1F)C2C(C(C(O2)C)O)O. Drug 2: C(CCl)NC(=O)N(CCCl)N=O. Cell line: NCIH23. Synergy scores: CSS=6.47, Synergy_ZIP=0.730, Synergy_Bliss=5.21, Synergy_Loewe=1.71, Synergy_HSA=3.05. (2) Drug 1: C1CC(C1)(C(=O)O)C(=O)O.[NH2-].[NH2-].[Pt+2]. Drug 2: CC1C(C(CC(O1)OC2CC(CC3=C2C(=C4C(=C3O)C(=O)C5=C(C4=O)C(=CC=C5)OC)O)(C(=O)CO)O)N)O.Cl. Cell line: SF-268. Synergy scores: CSS=34.1, Synergy_ZIP=-5.91, Synergy_Bliss=-2.57, Synergy_Loewe=-1.98, Synergy_HSA=1.11. (3) Drug 1: CC1=CC=C(C=C1)C2=CC(=NN2C3=CC=C(C=C3)S(=O)(=O)N)C(F)(F)F. Drug 2: C1=NC(=NC(=O)N1C2C(C(C(O2)CO)O)O)N. Cell line: SF-295. Synergy scores: CSS=8.57, Synergy_ZIP=-4.56, Synergy_Bliss=-3.01, Synergy_Loewe=-6.37, Synergy_HSA=-2.10. (4) Drug 1: CN(CCCl)CCCl.Cl. Drug 2: B(C(CC(C)C)NC(=O)C(CC1=CC=CC=C1)NC(=O)C2=NC=CN=C2)(O)O. Cell line: HOP-62. Synergy scores: CSS=52.6, Synergy_ZIP=-6.23, Synergy_Bliss=-2.08, Synergy_Loewe=-15.9, Synergy_HSA=-3.30.